From a dataset of Forward reaction prediction with 1.9M reactions from USPTO patents (1976-2016). Predict the product of the given reaction. (1) Given the reactants [Cl:1][CH2:2][C@H:3]1[O:7][C@@H:6]([N:8]2[C:17]3[N:16]=[CH:15][N:14]=[C:12]([NH2:13])[C:11]=3[N:10]=[C:9]2C)[C@H:5]([OH:19])[C@@H:4]1[OH:20].[N:21]1C=CC=C[CH:22]=1.O=S(Cl)Cl, predict the reaction product. The product is: [Cl:1][CH2:2][C@H:3]1[O:7][C@@H:6]([N:8]2[C:17]3[N:16]=[CH:15][N:14]=[C:12]([NH2:13])[C:11]=3[N:10]=[C:9]2[NH:21][CH3:22])[C@H:5]([OH:19])[C@@H:4]1[OH:20]. (2) Given the reactants Cl.[Cl:2][C:3]1[CH:8]=[CH:7][C:6]([O:9][C:10]2[CH:28]=[CH:27][C:13]([O:14][CH2:15][C@@H:16]3[CH2:20][CH2:19][CH2:18][N:17]3[CH2:21][CH2:22][CH2:23][C:24](O)=[O:25])=[CH:12][CH:11]=2)=[CH:5][CH:4]=1.C1CN([P+](Br)(N2CCCC2)N2CCCC2)CC1.F[P-](F)(F)(F)(F)F.CCN(C(C)C)C(C)C.[C:62]1([C@H:68]([NH2:70])[CH3:69])[CH:67]=[CH:66][CH:65]=[CH:64][CH:63]=1, predict the reaction product. The product is: [Cl:2][C:3]1[CH:4]=[CH:5][C:6]([O:9][C:10]2[CH:11]=[CH:12][C:13]([O:14][CH2:15][C@@H:16]3[CH2:20][CH2:19][CH2:18][N:17]3[CH2:21][CH2:22][CH2:23][C:24]([NH:70][C@@H:68]([C:62]3[CH:67]=[CH:66][CH:65]=[CH:64][CH:63]=3)[CH3:69])=[O:25])=[CH:27][CH:28]=2)=[CH:7][CH:8]=1. (3) Given the reactants I.C(OC([NH:12][CH2:13][C:14](=[NH:17])SC)=O)C1C=CC=CC=1.[CH3:18][O:19][C:20]1[CH:21]=[C:22]([CH2:28][C:29]([NH:31][NH2:32])=O)[CH:23]=[CH:24][C:25]=1[O:26][CH3:27].C1(OC2C=CC=CC=2)C=CC=CC=1.CCCCCC, predict the reaction product. The product is: [CH3:18][O:19][C:20]1[CH:21]=[C:22]([CH:23]=[CH:24][C:25]=1[O:26][CH3:27])[CH2:28][C:29]1[N:12]=[C:13]([CH2:14][NH2:17])[NH:32][N:31]=1.